From a dataset of Full USPTO retrosynthesis dataset with 1.9M reactions from patents (1976-2016). Predict the reactants needed to synthesize the given product. (1) Given the product [F:37][C:31]1[C:32]([F:36])=[CH:33][CH:34]=[CH:35][C:30]=1[C:28]1[N:29]=[C:24]2[CH:23]=[N:22][N:21]([CH2:20][C:17]3[N:18]=[N:19][C:14]([C:7]4[CH:8]=[CH:9][C:4]([CH2:1][CH2:2][CH3:3])=[CH:5][CH:6]=4)=[CH:15][CH:16]=3)[CH:26]=[C:25]2[N:27]=1, predict the reactants needed to synthesize it. The reactants are: [CH2:1]([C:4]1[CH:9]=[CH:8][C:7](B(O)O)=[CH:6][CH:5]=1)[CH2:2][CH3:3].Cl[C:14]1[N:19]=[N:18][C:17]([CH2:20][N:21]2[CH:26]=[C:25]3[N:27]=[C:28]([C:30]4[CH:35]=[CH:34][CH:33]=[C:32]([F:36])[C:31]=4[F:37])[N:29]=[C:24]3[CH:23]=[N:22]2)=[CH:16][CH:15]=1. (2) Given the product [CH3:1][C:2]1[S:6][C:5]([C:7]2[CH:8]=[CH:9][CH:10]=[CH:11][CH:12]=2)=[N:4][C:3]=1[CH2:13][O:14][C:15]1[CH:16]=[CH:17][C:18]([CH2:19][OH:20])=[CH:21][CH:22]=1, predict the reactants needed to synthesize it. The reactants are: [CH3:1][C:2]1[S:6][C:5]([C:7]2[CH:12]=[CH:11][CH:10]=[CH:9][CH:8]=2)=[N:4][C:3]=1[CH2:13][O:14][C:15]1[CH:22]=[CH:21][C:18]([CH:19]=[O:20])=[CH:17][CH:16]=1.O1CCCC1.[BH4-].[Na+].Cl. (3) Given the product [F:8][C:6]1[CH:5]=[C:4]([CH2:9][C:10]([NH:12][C@H:13]([C:15]([NH:17][C@H:18]([C:20]([N:23]2[CH2:27][CH2:26][CH2:25][CH2:24]2)=[O:22])[CH3:19])=[O:16])[CH3:14])=[O:11])[CH:3]=[C:2]([F:1])[CH:7]=1, predict the reactants needed to synthesize it. The reactants are: [F:1][C:2]1[CH:3]=[C:4]([CH2:9][C:10]([NH:12][C@H:13]([C:15]([NH:17][C@H:18]([C:20]([OH:22])=O)[CH3:19])=[O:16])[CH3:14])=[O:11])[CH:5]=[C:6]([F:8])[CH:7]=1.[NH:23]1[CH2:27][CH2:26][CH2:25][CH2:24]1.